This data is from Catalyst prediction with 721,799 reactions and 888 catalyst types from USPTO. The task is: Predict which catalyst facilitates the given reaction. Reactant: [NH2:1][C:2]([NH2:4])=[O:3].N[C:6]1[C:14]([CH3:15])=[CH:13][C:12]([Br:16])=[CH:11][C:7]=1[C:8](O)=[O:9]. Product: [Br:16][C:12]1[CH:11]=[C:7]2[C:6](=[C:14]([CH3:15])[CH:13]=1)[NH:4][C:2](=[O:3])[NH:1][C:8]2=[O:9]. The catalyst class is: 6.